From a dataset of Catalyst prediction with 721,799 reactions and 888 catalyst types from USPTO. Predict which catalyst facilitates the given reaction. (1) Product: [NH2:7][C:8]1[S:9][C:10]([C:34]2[CH:35]=[CH:36][CH:37]=[CH:38][CH:39]=2)=[CH:11][C:12]=1[C:13]([N:15]1[CH2:20][CH2:19][CH:18]([N:21]2[CH2:26][CH2:25][CH2:24][CH:23]([C:27]([N:29]([CH2:30][CH3:31])[CH2:32][CH3:33])=[O:28])[CH2:22]2)[CH2:17][CH2:16]1)=[O:14]. Reactant: C(OC(=O)[NH:7][C:8]1[S:9][C:10]([C:34]2[CH:39]=[CH:38][CH:37]=[CH:36][CH:35]=2)=[CH:11][C:12]=1[C:13]([N:15]1[CH2:20][CH2:19][CH:18]([N:21]2[CH2:26][CH2:25][CH2:24][CH:23]([C:27]([N:29]([CH2:32][CH3:33])[CH2:30][CH3:31])=[O:28])[CH2:22]2)[CH2:17][CH2:16]1)=[O:14])(C)(C)C. The catalyst class is: 55. (2) Reactant: [O:1]=[S:2]1(=[O:16])[C:13]2[C:5](=[C:6]3[C:10](=[CH:11][CH:12]=2)[NH:9]C(=O)[C:7]3=[O:15])[CH2:4][CH2:3]1.[OH-:17].[Na+].OO.Cl. Product: [NH2:9][C:10]1[CH:11]=[CH:12][C:13]2[S:2](=[O:1])(=[O:16])[CH2:3][CH2:4][C:5]=2[C:6]=1[C:7]([OH:15])=[O:17]. The catalyst class is: 6. (3) Reactant: FC(F)(F)C(O)=O.[C:8]1([C:14]2[O:18][C:17]([C:19]3[N:20]=[CH:21][O:22][C:23]=3[C:24]3[CH:25]=[C:26]([CH:41]=[CH:42][CH:43]=3)[CH2:27][NH:28][C:29](=[O:40])[C@@H:30]([NH:32]C(=O)OC(C)(C)C)[CH3:31])=[N:16][N:15]=2)[CH:13]=[CH:12][CH:11]=[CH:10][CH:9]=1. Product: [C:8]1([C:14]2[O:18][C:17]([C:19]3[N:20]=[CH:21][O:22][C:23]=3[C:24]3[CH:25]=[C:26]([CH:41]=[CH:42][CH:43]=3)[CH2:27][NH:28][C:29](=[O:40])[C@@H:30]([NH2:32])[CH3:31])=[N:16][N:15]=2)[CH:9]=[CH:10][CH:11]=[CH:12][CH:13]=1. The catalyst class is: 4. (4) Reactant: COC([CH:5]1[N:10]([C:11]2[CH:16]=[CH:15][C:14]([C:17]([F:20])([F:19])[F:18])=[CH:13][N:12]=2)[CH2:9][CH2:8][N:7](C(OC(C)(C)C)=O)[CH2:6]1)=O.[C:28]([OH:34])(C(F)(F)F)=[O:29].[CH2:35](Cl)Cl. Product: [CH3:35][O:34][C:28]([C@H:6]1[CH2:5][N:10]([C:11]2[CH:16]=[CH:15][C:14]([C:17]([F:18])([F:19])[F:20])=[CH:13][N:12]=2)[CH2:9][CH2:8][NH:7]1)=[O:29]. The catalyst class is: 2.